This data is from Forward reaction prediction with 1.9M reactions from USPTO patents (1976-2016). The task is: Predict the product of the given reaction. Given the reactants C(NCC(O)=O)(OCC1C2C(=CC=CC=2)C2C1=CC=CC=2)=O.C(Cl)Cl.[OH:26][N:27]1[C:31]2[N:32]=[CH:33][CH:34]=[CH:35][C:30]=2[N:29]=[N:28]1.[CH2:36]([Cl:39])[CH2:37][Cl:38], predict the reaction product. The product is: [CH:34]1[CH:33]=[N:32][C:31]2[N:27]([OH:26])[N:28]=[N:29][C:30]=2[CH:35]=1.[CH2:36]([Cl:39])[CH2:37][Cl:38].